Dataset: Forward reaction prediction with 1.9M reactions from USPTO patents (1976-2016). Task: Predict the product of the given reaction. Given the reactants NCCC[Si:5](OC)(OC)OC.C(OCC)(=O)/C=C\C(OCC)=O.C([O:26][C:27](=[O:46])[C@H:28]([CH2:40][C:41]([O:43]CC)=[O:42])[NH:29]CCC[Si](OC)(OC)OC)C, predict the reaction product. The product is: [NH2:29][C@H:28]([C:27]([OH:46])=[O:26])[CH2:40][C:41]([OH:43])=[O:42].[SiH4:5].